The task is: Regression. Given two drug SMILES strings and cell line genomic features, predict the synergy score measuring deviation from expected non-interaction effect.. This data is from NCI-60 drug combinations with 297,098 pairs across 59 cell lines. (1) Drug 1: C1CN(P(=O)(OC1)NCCCl)CCCl. Drug 2: CC12CCC3C(C1CCC2OP(=O)(O)O)CCC4=C3C=CC(=C4)OC(=O)N(CCCl)CCCl.[Na+]. Cell line: HT29. Synergy scores: CSS=0.997, Synergy_ZIP=1.72, Synergy_Bliss=2.57, Synergy_Loewe=-3.37, Synergy_HSA=-1.48. (2) Cell line: HL-60(TB). Synergy scores: CSS=62.1, Synergy_ZIP=-3.30, Synergy_Bliss=1.72, Synergy_Loewe=1.11, Synergy_HSA=1.23. Drug 1: COC1=C2C(=CC3=C1OC=C3)C=CC(=O)O2. Drug 2: B(C(CC(C)C)NC(=O)C(CC1=CC=CC=C1)NC(=O)C2=NC=CN=C2)(O)O. (3) Synergy scores: CSS=21.7, Synergy_ZIP=2.77, Synergy_Bliss=8.65, Synergy_Loewe=1.59, Synergy_HSA=9.38. Drug 1: CC12CCC(CC1=CCC3C2CCC4(C3CC=C4C5=CN=CC=C5)C)O. Drug 2: CCC1(CC2CC(C3=C(CCN(C2)C1)C4=CC=CC=C4N3)(C5=C(C=C6C(=C5)C78CCN9C7C(C=CC9)(C(C(C8N6C=O)(C(=O)OC)O)OC(=O)C)CC)OC)C(=O)OC)O.OS(=O)(=O)O. Cell line: SN12C. (4) Drug 1: CC1OCC2C(O1)C(C(C(O2)OC3C4COC(=O)C4C(C5=CC6=C(C=C35)OCO6)C7=CC(=C(C(=C7)OC)O)OC)O)O. Drug 2: C1CC(C1)(C2=CC=C(C=C2)C3=C(C=C4C(=N3)C=CN5C4=NNC5=O)C6=CC=CC=C6)N. Cell line: SW-620. Synergy scores: CSS=54.1, Synergy_ZIP=3.50, Synergy_Bliss=3.49, Synergy_Loewe=-2.88, Synergy_HSA=6.35. (5) Drug 1: C1=C(C(=O)NC(=O)N1)F. Drug 2: CN(C(=O)NC(C=O)C(C(C(CO)O)O)O)N=O. Cell line: NCI/ADR-RES. Synergy scores: CSS=33.7, Synergy_ZIP=-4.85, Synergy_Bliss=-4.88, Synergy_Loewe=-13.8, Synergy_HSA=-4.74. (6) Drug 1: C1CC(=O)NC(=O)C1N2CC3=C(C2=O)C=CC=C3N. Drug 2: B(C(CC(C)C)NC(=O)C(CC1=CC=CC=C1)NC(=O)C2=NC=CN=C2)(O)O. Cell line: HT29. Synergy scores: CSS=2.10, Synergy_ZIP=4.22, Synergy_Bliss=-0.379, Synergy_Loewe=-0.717, Synergy_HSA=-1.53. (7) Synergy scores: CSS=2.75, Synergy_ZIP=5.93, Synergy_Bliss=7.60, Synergy_Loewe=0.767, Synergy_HSA=3.08. Drug 1: COC1=NC(=NC2=C1N=CN2C3C(C(C(O3)CO)O)O)N. Drug 2: C(CCl)NC(=O)N(CCCl)N=O. Cell line: CAKI-1. (8) Drug 1: C(=O)(N)NO. Drug 2: C1=CC=C(C(=C1)C(C2=CC=C(C=C2)Cl)C(Cl)Cl)Cl. Cell line: OVCAR3. Synergy scores: CSS=-9.11, Synergy_ZIP=18.1, Synergy_Bliss=33.4, Synergy_Loewe=2.21, Synergy_HSA=6.08.